Dataset: Catalyst prediction with 721,799 reactions and 888 catalyst types from USPTO. Task: Predict which catalyst facilitates the given reaction. (1) Reactant: [OH:1][C:2]1([CH3:21])[CH:9]2[CH2:10][C:5]3([C:12]([NH:14][C@H:15]4[CH2:20][CH2:19][CH2:18][NH:17][CH2:16]4)=[O:13])[CH2:6][CH:7]([CH2:11][CH:3]1[CH2:4]3)[CH2:8]2.Cl[C:23]1[CH:28]=[CH:27][C:26]([C:29]([F:32])([F:31])[F:30])=[CH:25][N:24]=1.C(N(CC)C(C)C)(C)C.CN(C)C=O.C(O)(C(F)(F)F)=O. Product: [OH:1][C:2]1([CH3:21])[CH:9]2[CH2:10][C:5]3([C:12]([NH:14][C@H:15]4[CH2:20][CH2:19][CH2:18][N:17]([C:23]5[CH:28]=[CH:27][C:26]([C:29]([F:32])([F:31])[F:30])=[CH:25][N:24]=5)[CH2:16]4)=[O:13])[CH2:6][CH:7]([CH2:11][CH:3]1[CH2:4]3)[CH2:8]2. The catalyst class is: 5. (2) Reactant: [OH:1][C:2]1[CH:11]=[CH:10][C:9]([N+:12]([O-:14])=[O:13])=[CH:8][C:3]=1[C:4]([O:6][CH3:7])=[O:5].[F:15][C:16]([F:32])([F:31])[C:17]1[CH:18]=[C:19]([CH:23]([C:25]2[CH:30]=[CH:29][CH:28]=[CH:27][CH:26]=2)O)[CH:20]=[CH:21][CH:22]=1.C1(C)C=CC=CC=1.C1(P(C2C=CC=CC=2)C2C=CC=CC=2)C=CC=CC=1. Product: [F:15][C:16]([F:31])([F:32])[C:17]1[CH:18]=[C:19]([CH:23]([C:25]2[CH:26]=[CH:27][CH:28]=[CH:29][CH:30]=2)[O:1][C:2]2[CH:11]=[CH:10][C:9]([N+:12]([O-:14])=[O:13])=[CH:8][C:3]=2[C:4]([O:6][CH3:7])=[O:5])[CH:20]=[CH:21][CH:22]=1. The catalyst class is: 3. (3) Reactant: [O:1]1[CH:5]=[C:4]([C:6]([Cl:8])=[O:7])[N:3]=[CH:2]1.[NH2:9][C:10]1[C:19]2[C:14](=[CH:15][C:16]([O:22][CH3:23])=[C:17]([O:20][CH3:21])[CH:18]=2)[N:13]=[C:12]([N:24]2[CH2:29][CH2:28][NH:27][CH2:26][CH2:25]2)[N:11]=1. Product: [ClH:8].[NH2:9][C:10]1[C:19]2[C:14](=[CH:15][C:16]([O:22][CH3:23])=[C:17]([O:20][CH3:21])[CH:18]=2)[N:13]=[C:12]([N:24]2[CH2:29][CH2:28][N:27]([C:6]([C:4]3[N:3]=[CH:2][O:1][CH:5]=3)=[O:7])[CH2:26][CH2:25]2)[N:11]=1. The catalyst class is: 12. (4) Reactant: [CH2:1]([O:3][C:4](=[O:26])[CH:5]([O:22][CH:23]([CH3:25])[CH3:24])[CH2:6][C:7]1[CH:12]=[CH:11][C:10]([O:13]CC2C=CC=CC=2)=[C:9]([F:21])[CH:8]=1)[CH3:2]. Product: [CH2:1]([O:3][C:4](=[O:26])[CH:5]([O:22][CH:23]([CH3:25])[CH3:24])[CH2:6][C:7]1[CH:12]=[CH:11][C:10]([OH:13])=[C:9]([F:21])[CH:8]=1)[CH3:2]. The catalyst class is: 354. (5) Reactant: C([O:5][C:6](=[O:28])[CH2:7][N:8]1[C:12]2[CH:13]=[CH:14][CH:15]=[CH:16][C:11]=2[N:10]=[C:9]1[S:17][CH2:18][CH2:19][CH2:20][CH2:21][CH2:22][C:23]([O:25][CH2:26][CH3:27])=[O:24])(C)(C)C. Product: [CH2:26]([O:25][C:23]([CH2:22][CH2:21][CH2:20][CH2:19][CH2:18][S:17][C:9]1[N:8]([CH2:7][C:6]([OH:28])=[O:5])[C:12]2[CH:13]=[CH:14][CH:15]=[CH:16][C:11]=2[N:10]=1)=[O:24])[CH3:27]. The catalyst class is: 631.